Dataset: Full USPTO retrosynthesis dataset with 1.9M reactions from patents (1976-2016). Task: Predict the reactants needed to synthesize the given product. (1) Given the product [Cl:14][C:3]1[C:4]2[C:5](=[N:6][S:7][N:8]=2)[CH:9]=[C:10]2[C:2]=1[N:1]=[C:27]([C:26]1[N:22]([C:17]3[C:16]([Cl:15])=[CH:21][CH:20]=[CH:19][N:18]=3)[N:23]=[C:24]([C:30]([F:33])([F:31])[F:32])[CH:25]=1)[O:12][C:11]2=[O:13], predict the reactants needed to synthesize it. The reactants are: [NH2:1][C:2]1[C:10]([C:11]([OH:13])=[O:12])=[CH:9][C:5]2=[N:6][S:7][N:8]=[C:4]2[C:3]=1[Cl:14].[Cl:15][C:16]1[C:17]([N:22]2[C:26]([C:27](O)=O)=[CH:25][C:24]([C:30]([F:33])([F:32])[F:31])=[N:23]2)=[N:18][CH:19]=[CH:20][CH:21]=1.N1C=CC=CC=1.CS(Cl)(=O)=O. (2) Given the product [CH3:33][N:32]1[CH:26]2[CH2:27][CH2:28][CH2:29][CH:30]1[CH2:31][CH:24]([NH:23][C:18]([C:14]1[CH:15]=[CH:16][CH:17]=[C:11]3[O:10][C:9]([C:6]4[CH:5]=[CH:4][C:3]([O:2][CH3:1])=[CH:8][CH:7]=4)=[N:13][C:12]=13)=[O:20])[CH2:25]2, predict the reactants needed to synthesize it. The reactants are: [CH3:1][O:2][C:3]1[CH:8]=[CH:7][C:6]([C:9]2[O:10][C:11]3[C:12](=[C:14]([C:18]([OH:20])=O)[CH:15]=[CH:16][CH:17]=3)[N:13]=2)=[CH:5][CH:4]=1.Cl.Cl.[NH2:23][CH:24]1[CH2:31][CH:30]2[N:32]([CH3:33])[CH:26]([CH2:27][CH2:28][CH2:29]2)[CH2:25]1. (3) The reactants are: [C:1]([O:14][CH2:15][C:16]1[CH:21]=[CH:20][CH:19]=[CH:18][CH:17]=1)(=[O:13])[CH2:2][C:3]([O:5][CH2:6][C:7]1[CH:12]=[CH:11][CH:10]=[CH:9][CH:8]=1)=[O:4].[H-].[Na+].Br[CH2:25][CH2:26][CH2:27][N:28]1[C:32](=[O:33])[C:31]2=[CH:34][CH:35]=[CH:36][CH:37]=[C:30]2[C:29]1=[O:38]. Given the product [CH2:6]([O:5][C:3](=[O:4])[CH:2]([CH2:25][CH2:26][CH2:27][N:28]1[C:32](=[O:33])[C:31]2=[CH:34][CH:35]=[CH:36][CH:37]=[C:30]2[C:29]1=[O:38])[C:1]([O:14][CH2:15][C:16]1[CH:17]=[CH:18][CH:19]=[CH:20][CH:21]=1)=[O:13])[C:7]1[CH:12]=[CH:11][CH:10]=[CH:9][CH:8]=1, predict the reactants needed to synthesize it. (4) Given the product [Si:28]([O:7][C@@H:6]1[C:5](=[CH2:8])[O:4][C@@H:3]([N:9]2[C:13]3[N:14]=[CH:15][N:16]=[C:17]([NH:18][C:41](=[O:46])[C:42]([CH3:45])([CH3:44])[CH3:43])[C:12]=3[CH:11]=[CH:10]2)[C@H:2]1[F:1])([C:25]([CH3:27])([CH3:26])[CH3:24])([CH3:30])[CH3:29], predict the reactants needed to synthesize it. The reactants are: [F:1][C@H:2]1[C@H:6]([OH:7])[C:5](=[CH2:8])[O:4][C@H:3]1[N:9]1[C:13]2[N:14]=[CH:15][N:16]=[C:17]([NH2:18])[C:12]=2[CH:11]=[CH:10]1.N1C=CN=C1.[CH3:24][C:25]([Si:28](Cl)([CH3:30])[CH3:29])([CH3:27])[CH3:26].CCN(C(C)C)C(C)C.[C:41](Cl)(=[O:46])[C:42]([CH3:45])([CH3:44])[CH3:43]. (5) The reactants are: [CH3:1][N:2]([CH3:10])[C:3]1[CH:4]=[C:5]([CH:7]=[CH:8][CH:9]=1)[NH2:6].C(N(C(C)C)CC)(C)C.[O:20]1[CH2:25][CH2:24][N:23]([CH2:26][CH2:27][CH2:28][O:29][C:30]2[CH:31]=[C:32]([NH:36][C:37](=O)[O:38]C3C=CC([N+]([O-])=O)=CC=3)[CH:33]=[CH:34][CH:35]=2)[CH2:22][CH2:21]1. Given the product [CH3:1][N:2]([CH3:10])[C:3]1[CH:4]=[C:5]([NH:6][C:37]([NH:36][C:32]2[CH:33]=[CH:34][CH:35]=[C:30]([O:29][CH2:28][CH2:27][CH2:26][N:23]3[CH2:24][CH2:25][O:20][CH2:21][CH2:22]3)[CH:31]=2)=[O:38])[CH:7]=[CH:8][CH:9]=1, predict the reactants needed to synthesize it. (6) The reactants are: Br[C:2]1[CH:3]=[C:4]([N:24]([CH2:31][CH3:32])[CH:25]2[CH2:30][CH2:29][O:28][CH2:27][CH2:26]2)[C:5]([CH3:23])=[C:6]([CH:22]=1)[C:7]([NH:9][CH2:10][C:11]1[C:12](=[O:21])[NH:13][C:14]([CH3:20])=[CH:15][C:16]=1[CH:17]([CH3:19])[CH3:18])=[O:8].CC1(C)OB([C:39]2[CH:40]=[CH:41][C:42]([CH2:45][OH:46])=[N:43][CH:44]=2)OC1(C)C.C(=O)([O-])[O-].[Na+].[Na+].C(OCC)(=O)C. Given the product [CH2:31]([N:24]([CH:25]1[CH2:30][CH2:29][O:28][CH2:27][CH2:26]1)[C:4]1[C:5]([CH3:23])=[C:6]([CH:22]=[C:2]([C:39]2[CH:44]=[N:43][C:42]([CH2:45][OH:46])=[CH:41][CH:40]=2)[CH:3]=1)[C:7]([NH:9][CH2:10][C:11]1[C:12](=[O:21])[NH:13][C:14]([CH3:20])=[CH:15][C:16]=1[CH:17]([CH3:19])[CH3:18])=[O:8])[CH3:32], predict the reactants needed to synthesize it. (7) Given the product [ClH:32].[ClH:32].[CH:1]1([C:4]2[CH:8]=[C:7]([CH:9]3[CH2:10][CH2:11]3)[N:6]([C:12]3[N:17]=[CH:16][C:15]([NH:18][C:19](=[O:31])[CH2:20][C:21]4[CH:22]=[C:23]5[C:28](=[CH:29][CH:30]=4)[N:27]=[CH:26][CH:25]=[CH:24]5)=[CH:14][CH:13]=3)[N:5]=2)[CH2:3][CH2:2]1, predict the reactants needed to synthesize it. The reactants are: [CH:1]1([C:4]2[CH:8]=[C:7]([CH:9]3[CH2:11][CH2:10]3)[N:6]([C:12]3[N:17]=[CH:16][C:15]([NH:18][C:19](=[O:31])[CH2:20][C:21]4[CH:22]=[C:23]5[C:28](=[CH:29][CH:30]=4)[N:27]=[CH:26][CH:25]=[CH:24]5)=[CH:14][CH:13]=3)[N:5]=2)[CH2:3][CH2:2]1.[ClH:32].